Dataset: Catalyst prediction with 721,799 reactions and 888 catalyst types from USPTO. Task: Predict which catalyst facilitates the given reaction. (1) Reactant: C(O)(C(F)(F)F)=O.[C:8]([O:11][CH2:12][C:13]1[C:14]([S:36]([CH3:39])(=[O:38])=[O:37])=[CH:15][C:16]2[N:20]3[CH2:21][CH2:22][N:23](C(OC(C)(C)C)=O)[C@H:24]([CH:25]([CH3:27])[CH3:26])[C:19]3=[N:18][C:17]=2[CH:35]=1)(=[O:10])[CH3:9]. Product: [C:8]([O:11][CH2:12][C:13]1[C:14]([S:36]([CH3:39])(=[O:37])=[O:38])=[CH:15][C:16]2[N:20]3[CH2:21][CH2:22][NH:23][C@H:24]([CH:25]([CH3:26])[CH3:27])[C:19]3=[N:18][C:17]=2[CH:35]=1)(=[O:10])[CH3:9]. The catalyst class is: 2. (2) Reactant: FC(F)(F)C([N:5]([CH2:15][C@H:16]1[CH2:20][CH2:19][N:18]([CH2:21][CH2:22][C:23]([O:25]C(C)(C)C)=[O:24])[CH2:17]1)[C@@H:6]1[CH2:8][C@H:7]1[C:9]1[CH:14]=[CH:13][CH:12]=[CH:11][CH:10]=1)=O.[OH-].[Na+]. Product: [C:9]1([C@@H:7]2[CH2:8][C@H:6]2[NH:5][CH2:15][C@H:16]2[CH2:20][CH2:19][N:18]([CH2:21][CH2:22][C:23]([OH:25])=[O:24])[CH2:17]2)[CH:14]=[CH:13][CH:12]=[CH:11][CH:10]=1. The catalyst class is: 5. (3) Product: [CH3:15][O:14][C:12]([CH:4]1[CH2:3][CH2:2][C:11]2[C:6](=[CH:7][CH:8]=[CH:9][CH:10]=2)[O:5]1)=[O:13]. Reactant: O=[C:2]1[C:11]2[C:6](=[CH:7][CH:8]=[CH:9][CH:10]=2)[O:5][C:4]([C:12]([O:14][CH3:15])=[O:13])=[CH:3]1. The catalyst class is: 45. (4) Reactant: [F:1][CH:2]([F:25])[O:3][C:4]1[C:9]([F:10])=[CH:8][C:7]([F:11])=[CH:6][C:5]=1[C:12]1[CH2:17][CH2:16][N:15]([C:18]([O:20][C:21]([CH3:24])([CH3:23])[CH3:22])=[O:19])[CH2:14][CH:13]=1.[H][H]. Product: [F:25][CH:2]([F:1])[O:3][C:4]1[C:9]([F:10])=[CH:8][C:7]([F:11])=[CH:6][C:5]=1[CH:12]1[CH2:13][CH2:14][N:15]([C:18]([O:20][C:21]([CH3:23])([CH3:22])[CH3:24])=[O:19])[CH2:16][CH2:17]1. The catalyst class is: 458. (5) Reactant: [C:1]([C:3]1[C:4](=[C:17]([C:20]#[N:21])[C:18]#[N:19])[O:5][C:6]([CH3:16])([CH3:15])[C:7]=1[C:8]1[CH:13]=[CH:12][C:11](F)=[CH:10][CH:9]=1)#[N:2].[N-:22]=[N+:23]=[N-:24].[Na+]. Product: [N:22]([C:11]1[CH:12]=[CH:13][C:8]([C:7]2[C:6]([CH3:16])([CH3:15])[O:5][C:4](=[C:17]([C:20]#[N:21])[C:18]#[N:19])[C:3]=2[C:1]#[N:2])=[CH:9][CH:10]=1)=[N+:23]=[N-:24]. The catalyst class is: 16. (6) Reactant: [CH:1]1([CH2:7][C@H:8]([N:12]2[CH2:20][C:19]3[C:14](=[CH:15][CH:16]=[CH:17][C:18]=3[F:21])[C:13]2=[O:22])[C:9]([OH:11])=O)[CH2:6][CH2:5][CH2:4][CH2:3][CH2:2]1.C(Cl)(=O)C(Cl)=O.[CH3:29][O:30][CH2:31][CH2:32][N:33]1[CH:37]=[CH:36][C:35]([NH2:38])=[N:34]1.N1C(C)=CC=CC=1C. Product: [CH:1]1([CH2:7][C@H:8]([N:12]2[CH2:20][C:19]3[C:14](=[CH:15][CH:16]=[CH:17][C:18]=3[F:21])[C:13]2=[O:22])[C:9]([NH:38][C:35]2[CH:36]=[CH:37][N:33]([CH2:32][CH2:31][O:30][CH3:29])[N:34]=2)=[O:11])[CH2:2][CH2:3][CH2:4][CH2:5][CH2:6]1. The catalyst class is: 306. (7) Reactant: [OH-].[Li+].C[O:4][C:5]([C:7]1[O:8][C:9]([CH3:26])=[C:10]([CH2:12][O:13][C:14]2[CH:19]=[CH:18][C:17]([C:20]3[CH:25]=[CH:24][CH:23]=[CH:22][CH:21]=3)=[CH:16][CH:15]=2)[CH:11]=1)=[O:6]. Product: [C:17]1([C:20]2[CH:25]=[CH:24][CH:23]=[CH:22][CH:21]=2)[CH:16]=[CH:15][C:14]([O:13][CH2:12][C:10]2[CH:11]=[C:7]([C:5]([OH:6])=[O:4])[O:8][C:9]=2[CH3:26])=[CH:19][CH:18]=1. The catalyst class is: 83.